Dataset: Peptide-MHC class II binding affinity with 134,281 pairs from IEDB. Task: Regression. Given a peptide amino acid sequence and an MHC pseudo amino acid sequence, predict their binding affinity value. This is MHC class II binding data. The peptide sequence is EKKYFAATQFEPTAA. The MHC is HLA-DPA10201-DPB10501 with pseudo-sequence HLA-DPA10201-DPB10501. The binding affinity (normalized) is 0.858.